From a dataset of Experimentally validated miRNA-target interactions with 360,000+ pairs, plus equal number of negative samples. Binary Classification. Given a miRNA mature sequence and a target amino acid sequence, predict their likelihood of interaction. The miRNA is hsa-miR-98-3p with sequence CUAUACAACUUACUACUUUCCC. The protein sequence of the target gene is MDYKAIAQQTAEQVLAYNQDLSGWKLIKSSKKVTVSSKTSRIFHGNLYRVEGIIPESAAHLSDFLFKHDHRVSWDKSLKGFNVIHKIDSDTLICHTITQSFAMGSISPRDFIDLVHIKHYERNVDIISTKSVDFPGYAPTSTYIRGFNHPSGYVCSPLKENPAYSKLVIFVQTEMKGKLPASVIEKSMPSNLVSFLLNVKDGVKTYRIPPIRARHSSHSSVHKKKEGHSAIKP. Result: 0 (no interaction).